Predict the reaction yield, written as a fraction of the theoretical maximum amount of product (1.0 means a 100% yield; for example, 0.34 means a 34% yield). From a dataset of Reaction yield outcomes from USPTO patents with 853,638 reactions. (1) The reactants are [CH2:1]([O:3][C:4]1[CH:5]=[C:6]([OH:10])[CH:7]=[CH:8][CH:9]=1)[CH3:2].C([O-])([O-])=O.[K+].[K+].Br[CH2:18][C:19]([O:21][CH2:22][CH3:23])=[O:20]. The catalyst is CN(C=O)C. The product is [CH2:1]([O:3][C:4]1[CH:5]=[C:6]([CH:7]=[CH:8][CH:9]=1)[O:10][CH2:18][C:19]([O:21][CH2:22][CH3:23])=[O:20])[CH3:2]. The yield is 1.00. (2) The reactants are [Cl:1][C:2]1[CH:3]=[C:4]2[C:8](=[CH:9][CH:10]=1)[NH:7][C:6]([C:11]([O:13]CC)=[O:12])=[C:5]2[C:16]1[CH:21]=[CH:20][CH:19]=[CH:18][CH:17]=1.[OH-].[Na+]. The catalyst is CCO. The product is [Cl:1][C:2]1[CH:3]=[C:4]2[C:8](=[CH:9][CH:10]=1)[NH:7][C:6]([C:11]([OH:13])=[O:12])=[C:5]2[C:16]1[CH:17]=[CH:18][CH:19]=[CH:20][CH:21]=1. The yield is 0.980. (3) The reactants are [CH3:1][O:2][C:3]1[CH:4]=[C:5]2[C:10](=[CH:11][C:12]=1[O:13][CH2:14][CH:15]1[CH2:20][CH2:19][NH:18][CH2:17][CH2:16]1)[N:9]=[CH:8][N:7]=[C:6]2[O:21][C:22]1[CH:23]=[C:24]2[C:28](=[CH:29][CH:30]=1)[NH:27][C:26]([CH3:31])=[CH:25]2.Cl[CH2:33][CH2:34][N:35]1[CH2:39][CH2:38][CH2:37][CH2:36]1.C(=O)([O-])[O-].[Na+].[Na+].[I-].[K+]. The catalyst is CO. The product is [CH3:1][O:2][C:3]1[CH:4]=[C:5]2[C:10](=[CH:11][C:12]=1[O:13][CH2:14][CH:15]1[CH2:20][CH2:19][N:18]([CH2:33][CH2:34][N:35]3[CH2:39][CH2:38][CH2:37][CH2:36]3)[CH2:17][CH2:16]1)[N:9]=[CH:8][N:7]=[C:6]2[O:21][C:22]1[CH:23]=[C:24]2[C:28](=[CH:29][CH:30]=1)[NH:27][C:26]([CH3:31])=[CH:25]2. The yield is 0.200. (4) The reactants are [F:1][C:2]([F:22])([F:21])[O:3][C:4]1[CH:9]=[CH:8][C:7]([N:10]2[CH2:14][CH2:13][C:12]3([CH2:19][CH2:18][NH:17][CH2:16][CH2:15]3)[C:11]2=[O:20])=[CH:6][CH:5]=1.[Cl:23][C:24]1[CH:29]=[CH:28][CH:27]=[C:26]([CH3:30])[C:25]=1[S:31](Cl)(=[O:33])=[O:32].CCN(CC)CC. The catalyst is C(Cl)Cl. The product is [Cl:23][C:24]1[CH:29]=[CH:28][CH:27]=[C:26]([CH3:30])[C:25]=1[S:31]([N:17]1[CH2:16][CH2:15][C:12]2([C:11](=[O:20])[N:10]([C:7]3[CH:8]=[CH:9][C:4]([O:3][C:2]([F:1])([F:21])[F:22])=[CH:5][CH:6]=3)[CH2:14][CH2:13]2)[CH2:19][CH2:18]1)(=[O:32])=[O:33]. The yield is 0.240.